From a dataset of Reaction yield outcomes from USPTO patents with 853,638 reactions. Predict the reaction yield, written as a fraction of the theoretical maximum amount of product (1.0 means a 100% yield; for example, 0.34 means a 34% yield). The reactants are C1N=CN(C(N2C=NC=C2)=O)C=1.Cl[C:14]1[C:19]([CH2:20][C:21]([OH:23])=O)=[CH:18][CH:17]=[CH:16][N:15]=1.[NH2:24][C:25]1[CH:30]=[CH:29][CH:28]=[CH:27][N:26]=1.[Cl:31]CCl. The catalyst is C1COCC1. The product is [Cl:31][C:16]1[N:15]=[CH:14][C:19]([CH2:20][C:21]([NH:24][C:25]2[CH:30]=[CH:29][CH:28]=[CH:27][N:26]=2)=[O:23])=[CH:18][CH:17]=1. The yield is 0.650.